The task is: Predict the product of the given reaction.. This data is from Forward reaction prediction with 1.9M reactions from USPTO patents (1976-2016). (1) Given the reactants C(OC([N:8]1[C:16]2[C:11](=[C:12]([C:18]#[C:19][C:20]([C:22]3[N:23](C(OC(C)(C)C)=O)[CH:24]=[C:25]([CH3:28])[C:26]=3[CH3:27])=[O:21])[C:13]([F:17])=[CH:14][CH:15]=2)[CH:10]=[C:9]1[O:36]C(OC(C)(C)C)=O)=O)(C)(C)C.[I-:44].[Na+].C(O)(C(F)(F)F)=O, predict the reaction product. The product is: [F:17][C:13]1[C:12]([C:18]([I:44])=[CH:19][C:20](=[O:21])[C:22]2[NH:23][CH:24]=[C:25]([CH3:28])[C:26]=2[CH3:27])=[C:11]2[C:16](=[CH:15][CH:14]=1)[NH:8][C:9](=[O:36])[CH2:10]2. (2) Given the reactants [CH3:1][NH:2][C@H:3]([C:7]([NH:9][C@H:10]([C:14]([N:16]([C@@H:18]([C@@H:57]([CH3:60])[CH2:58][CH3:59])[C@H:19]([O:55][CH3:56])[CH2:20][C:21]([N:23]1[CH2:27][CH2:26][CH2:25][C@H:24]1[C@H:28]([O:53][CH3:54])[C@@H:29]([CH3:52])[C:30](=[O:51])[NH:31][C@H:32]([C:40]1[O:41][C:42]([C:45]2[CH:50]=[CH:49][CH:48]=[CH:47][CH:46]=2)=[N:43][N:44]=1)[CH2:33][C:34]1[CH:39]=[CH:38][CH:37]=[CH:36][CH:35]=1)=[O:22])[CH3:17])=[O:15])[CH:11]([CH3:13])[CH3:12])=[O:8])[CH:4]([CH3:6])[CH3:5].O=[CH:62][CH2:63][CH2:64][CH2:65][CH2:66][C:67]([OH:69])=[O:68].C(O)(=O)C.FC(F)(F)C(O)=O, predict the reaction product. The product is: [C:67]([CH2:66][CH2:65][CH2:64][CH2:63][CH2:62][N:2]([CH3:1])[C@H:3]([C:7]([NH:9][C@H:10]([C:14]([N:16]([C@@H:18]([C@@H:57]([CH3:60])[CH2:58][CH3:59])[C@H:19]([O:55][CH3:56])[CH2:20][C:21]([N:23]1[CH2:27][CH2:26][CH2:25][C@H:24]1[C@H:28]([O:53][CH3:54])[C@@H:29]([CH3:52])[C:30](=[O:51])[NH:31][C@H:32]([C:40]1[O:41][C:42]([C:45]2[CH:46]=[CH:47][CH:48]=[CH:49][CH:50]=2)=[N:43][N:44]=1)[CH2:33][C:34]1[CH:35]=[CH:36][CH:37]=[CH:38][CH:39]=1)=[O:22])[CH3:17])=[O:15])[CH:11]([CH3:13])[CH3:12])=[O:8])[CH:4]([CH3:5])[CH3:6])([OH:69])=[O:68]. (3) Given the reactants [CH3:1][O:2][CH2:3][O:4][C:5]1[CH:10]=[CH:9][C:8](/[C:11](=[C:17](\[C:20]2[CH:25]=[CH:24][CH:23]=[CH:22][CH:21]=2)/[CH2:18][CH3:19])/[C:12]([O:14]CC)=[O:13])=[CH:7][CH:6]=1.[OH-].[Na+].Cl, predict the reaction product. The product is: [CH3:1][O:2][CH2:3][O:4][C:5]1[CH:6]=[CH:7][C:8](/[C:11](=[C:17](\[C:20]2[CH:21]=[CH:22][CH:23]=[CH:24][CH:25]=2)/[CH2:18][CH3:19])/[C:12]([OH:14])=[O:13])=[CH:9][CH:10]=1. (4) The product is: [Br:20][C:21]1[CH:26]=[C:25]([CH3:27])[C:24]([O:28][CH3:29])=[CH:23][C:22]=1[CH2:30][C:31]([N:9]1[CH:10]=[CH:11][C:12](=[O:14])[CH2:13][C@H:8]1[C:5]1[CH:6]=[CH:7][C:2]([F:1])=[CH:3][CH:4]=1)=[O:32]. Given the reactants [F:1][C:2]1[CH:7]=[CH:6][C:5]([C@@H:8]2[CH2:13][C:12](=[O:14])[CH:11]=[CH:10][NH:9]2)=[CH:4][CH:3]=1.C([Li])CCC.[Br:20][C:21]1[CH:26]=[C:25]([CH3:27])[C:24]([O:28][CH3:29])=[CH:23][C:22]=1[CH2:30][C:31](Cl)=[O:32].[Cl-].[NH4+], predict the reaction product. (5) Given the reactants O.O[N:3]1C2C=CC=CC=2N=N1.Cl.CN(C)CCCN=C=NCC.[C:24]1([C:30]2([C:42]3[CH:47]=[CH:46][CH:45]=[CH:44][CH:43]=3)[CH2:38][C:37]3[NH:36][N:35]=[C:34]([C:39](O)=[O:40])[C:33]=3[CH:32]=[CH:31]2)[CH:29]=[CH:28][CH:27]=[CH:26][CH:25]=1.[OH-].[NH4+], predict the reaction product. The product is: [C:24]1([C:30]2([C:42]3[CH:47]=[CH:46][CH:45]=[CH:44][CH:43]=3)[CH2:38][C:37]3[NH:36][N:35]=[C:34]([C:39]([NH2:3])=[O:40])[C:33]=3[CH:32]=[CH:31]2)[CH:29]=[CH:28][CH:27]=[CH:26][CH:25]=1. (6) Given the reactants [Br:1][C:2]1[CH:3]=[C:4]([C:13]2[CH:18]=[CH:17][CH:16]=[CH:15][CH:14]=2)[N:5]2[C:10]=1[CH:9]=[N:8][C:7]([S:11][CH3:12])=[N:6]2.C(Cl)Cl.ClC1C=CC=C(C(OO)=[O:30])C=1, predict the reaction product. The product is: [Br:1][C:2]1[CH:3]=[C:4]([C:13]2[CH:14]=[CH:15][CH:16]=[CH:17][CH:18]=2)[N:5]2[C:10]=1[CH:9]=[N:8][C:7]([S:11]([CH3:12])=[O:30])=[N:6]2. (7) Given the reactants [Br:1][C:2]1[CH:7]=[CH:6][C:5](/[C:8](=[N:22]\[O:23][CH2:24][CH3:25])/[CH:9]2[CH2:14][CH2:13][N:12]([C:15]3([CH3:21])[CH2:20][CH2:19][NH:18][CH2:17][CH2:16]3)[CH2:11][CH2:10]2)=[CH:4][CH:3]=1.[N:26]1[C:35]2[C:30](=[CH:31][CH:32]=[CH:33][CH:34]=2)[C:29]([C:36](O)=[O:37])=[CH:28][CH:27]=1.CCN(CC)CC.CN(C(ON1N=NC2C=CC=NC1=2)=[N+](C)C)C.F[P-](F)(F)(F)(F)F, predict the reaction product. The product is: [Br:1][C:2]1[CH:7]=[CH:6][C:5](/[C:8](=[N:22]\[O:23][CH2:24][CH3:25])/[CH:9]2[CH2:10][CH2:11][N:12]([C:15]3([CH3:21])[CH2:20][CH2:19][N:18]([C:36]([C:29]4[C:30]5[C:35](=[CH:34][CH:33]=[CH:32][CH:31]=5)[N:26]=[CH:27][CH:28]=4)=[O:37])[CH2:17][CH2:16]3)[CH2:13][CH2:14]2)=[CH:4][CH:3]=1. (8) Given the reactants O=[C:2]1[NH:8][C:7]2[CH:9]=[CH:10][CH:11]=[CH:12][C:6]=2[NH:5][C:4](=O)[CH2:3]1.BrCC1CC1, predict the reaction product. The product is: [NH:5]1[C:6]2[CH:12]=[CH:11][CH:10]=[CH:9][C:7]=2[NH:8][CH2:2][CH2:3][CH2:4]1. (9) Given the reactants [NH:1]1[C:9]2[C:4](=[CH:5][CH:6]=[CH:7][CH:8]=2)[CH2:3][C:2]1=[O:10].[CH3:11][C:12]1[N:17]=[C:16]2[CH2:18][O:19][C:20](=O)[C:15]2=[CH:14][CH:13]=1.Cl, predict the reaction product. The product is: [CH3:11][C:12]1[N:17]=[C:16]2[CH2:18][O:19][C:20](=[C:3]3[C:4]4[C:9](=[CH:8][CH:7]=[CH:6][CH:5]=4)[NH:1][C:2]3=[O:10])[C:15]2=[CH:14][CH:13]=1. (10) Given the reactants C1([O:7][C:8](=O)[N:9]([C:19]2[CH:24]=[C:23]([O:25][C:26]3[CH:31]=[CH:30][C:29]([NH:32][C:33]([C:35]4([C:38](=[O:47])[NH:39][C:40]5[CH:45]=[CH:44][C:43]([F:46])=[CH:42][CH:41]=5)[CH2:37][CH2:36]4)=[O:34])=[CH:28][CH:27]=3)[CH:22]=[CH:21][N:20]=2)C(OC2C=CC=CC=2)=O)C=CC=CC=1.Cl.Cl.[N:51]1([CH:55]2[CH2:60][CH2:59][NH:58][CH2:57][CH2:56]2)[CH2:54][CH2:53][CH2:52]1.C(N(CC)CC)C.O, predict the reaction product. The product is: [N:51]1([CH:55]2[CH2:60][CH2:59][N:58]([C:8]([NH:9][C:19]3[CH:24]=[C:23]([O:25][C:26]4[CH:27]=[CH:28][C:29]([NH:32][C:33]([C:35]5([C:38]([NH:39][C:40]6[CH:41]=[CH:42][C:43]([F:46])=[CH:44][CH:45]=6)=[O:47])[CH2:37][CH2:36]5)=[O:34])=[CH:30][CH:31]=4)[CH:22]=[CH:21][N:20]=3)=[O:7])[CH2:57][CH2:56]2)[CH2:54][CH2:53][CH2:52]1.